Task: Predict which catalyst facilitates the given reaction.. Dataset: Catalyst prediction with 721,799 reactions and 888 catalyst types from USPTO Reactant: [Cl:1][C:2]1[N:7]=[C:6]([O:8][C:9]2[CH:10]=[C:11]([CH:13]=[CH:14][CH:15]=2)[NH2:12])[C:5]([F:16])=[CH:4][N:3]=1.CCN(C(C)C)C(C)C.[C:26](Cl)(=[O:29])[CH:27]=[CH2:28].C(=O)(O)[O-].[Na+]. Product: [Cl:1][C:2]1[N:7]=[C:6]([O:8][C:9]2[CH:10]=[C:11]([NH:12][C:26](=[O:29])[CH:27]=[CH2:28])[CH:13]=[CH:14][CH:15]=2)[C:5]([F:16])=[CH:4][N:3]=1. The catalyst class is: 1.